Predict the reactants needed to synthesize the given product. From a dataset of Full USPTO retrosynthesis dataset with 1.9M reactions from patents (1976-2016). Given the product [CH2:1]([O:3][C:4](=[O:29])[CH:5]([C:17]1[N:18]([C:22]2[C:27]([Br:28])=[CH:26][CH:25]=[CH:24][N:23]=2)[N:19]=[CH:20][CH:21]=1)[C:6]1[C:11]([CH2:12][CH2:13][CH3:14])=[C:10]([NH:15][NH:16][C:39](=[O:40])[C:38]([F:49])([F:48])[F:37])[N:9]=[CH:8][N:7]=1)[CH3:2], predict the reactants needed to synthesize it. The reactants are: [CH2:1]([O:3][C:4](=[O:29])[CH:5]([C:17]1[N:18]([C:22]2[C:27]([Br:28])=[CH:26][CH:25]=[CH:24][N:23]=2)[N:19]=[CH:20][CH:21]=1)[C:6]1[C:11]([CH2:12][CH2:13][CH3:14])=[C:10]([NH:15][NH2:16])[N:9]=[CH:8][N:7]=1)[CH3:2].C(Cl)Cl.CN(C)C.[F:37][C:38]([F:49])([F:48])[C:39](O[C:39](=[O:40])[C:38]([F:49])([F:48])[F:37])=[O:40].C([O-])(O)=O.[Na+].